The task is: Predict the reactants needed to synthesize the given product.. This data is from Full USPTO retrosynthesis dataset with 1.9M reactions from patents (1976-2016). Given the product [CH3:26][C:20]1[CH:21]=[C:22]([CH3:25])[CH:23]=[CH:24][C:19]=1[C:18]([N:10]([C@H:11]1[CH2:12][CH2:13][C@H:14]([OH:17])[CH2:15][CH2:16]1)[C:9]1[CH:8]=[C:7]([C:28]#[C:29][C:30]([CH3:33])([CH3:32])[CH3:31])[S:6][C:5]=1[C:3]([OH:4])=[O:2])=[O:27], predict the reactants needed to synthesize it. The reactants are: C[O:2][C:3]([C:5]1[S:6][C:7]([C:28]#[C:29][C:30]([CH3:33])([CH3:32])[CH3:31])=[CH:8][C:9]=1[N:10]([C:18](=[O:27])[C:19]1[CH:24]=[CH:23][C:22]([CH3:25])=[CH:21][C:20]=1[CH3:26])[C@H:11]1[CH2:16][CH2:15][C@H:14]([OH:17])[CH2:13][CH2:12]1)=[O:4].C1COCC1.[H-].[OH-].[Li+].Cl.